The task is: Binary Classification. Given a miRNA mature sequence and a target amino acid sequence, predict their likelihood of interaction.. This data is from Experimentally validated miRNA-target interactions with 360,000+ pairs, plus equal number of negative samples. (1) The miRNA is hsa-miR-3175 with sequence CGGGGAGAGAACGCAGUGACGU. The protein sequence of the target gene is MRLNQNTLLLGKKVVLVPYTSEHVPSRYHEWMKSEELQRLTASEPLTLEQEYAMQCSWQEDADKCTFIVLDAEKWQAQPGATEESCMVGDVNLFLTDLEDLTLGEIEVMIAEPSCRGKGLGTEAVLAMLSYGVTTLGLTKFEAKIGQGNEPSIRMFQKLHFEQVATSSVFQEVTLRLTVSESEHQWLLEQTSHVEEKPYRDGSAEPC. Result: 1 (interaction). (2) The miRNA is hsa-miR-3912-5p with sequence AUGUCCAUAUUAUGGGUUAGU. The protein sequence of the target gene is MCGPAMFPAGPPWPRVRVVQVLWALLAVLLASWRLWAIKDFQECTWQVVLNEFKRVGESGVSDSFFEQEPVDTVSSLFHMLVDSPIDPSEKYLGFPYYLKINYSCEEKPSEDLVRMGHLTGLKPLVLVTFQSPVNFYRWKIEQLQIQMEAAPFRSKEPCMAEEVCSMSWYTPMPIKKGSVVMRVDISSNGLGTFIPDKRFQMNINGFLKRDRDNNIQFTVGEELFNLMPQYFVGVSSRPLWHTVDQSPVLILGGIPNEKYVLMTDTSFKDFSLVELSIDSCWVGSFYCPHSGFTATIYDT.... Result: 0 (no interaction). (3) The miRNA is hsa-miR-659-3p with sequence CUUGGUUCAGGGAGGGUCCCCA. The protein sequence of the target gene is MNGVVIPQTPIAVDFWSLRRAGSARLFFLTHMHCDHTVGLSSTWARPLYCSPITACLLHRRLQVSKHWIRALEVGESHVLPLDEIGQETMTVTLIDANHCPGSVMFLFEGYFGTILYTGDFRYTPSMLKEPALILGKQIHTLYLDNTNCNPALVLPSRQEATQQIVQLIRQFPQHNIKIGLYSLGKESLLEQLALEFRTWVVLSPQRLELVQLLGLADVFTVEEEAGRIHAVDHTEICHSAMLQWNQSHPTIAIFPTSRKVRSPHPSIYTVPYSDHSSYSELRAFVAALRPCQVVPIVHQ.... Result: 0 (no interaction). (4) The miRNA is mmu-miR-17-5p with sequence CAAAGUGCUUACAGUGCAGGUAG. The protein sequence of the target gene is MEKATVPAAAEGEGSPPAAAAVAAPPAAAAAEVGGGARPASSPRGMVRVCDLLLKKKPPQQQQQQQPPHHKAKRNRTCRPPSSSESSSDSDNSGGGGGGGGGGGGGTSSNNSEEEEDDDDEEEEVSEVESFILDQDDLENPMLETASKLLLSGTADGADLRTVDPETQARLEALLEAAGIGKLSTADGKAFADPEVLRRLTSSVSCALDEAAAALTRMRAESTANAGQSDNRSLAEACSEGDVNAVRKLLIEGRSVNEHTEEGESLLCLACSAGYYELAQVLLAMHANVEDRGIKGDITP.... Result: 1 (interaction). (5) The miRNA is hsa-miR-4303 with sequence UUCUGAGCUGAGGACAG. The protein sequence of the target gene is MASNSTKSFLADAGYGEQELDANSALMELDKGLRSGKLGEQCEAVVRFPRLFQKYPFPILINSAFLKLADVFRVGNNFLRLCVLKVTQQSEKHLEKILNVDEFVKRIFSVIHSNDPVARAITLRMLGSLASIIPERKNAHHSIRQSLDSHDNVEVEAAVFAAANFSAQSKDFAVGICNKISEMIQGLATPVDLKLKLIPILQHMHHDAILASSARQLLQQLVTSYPSTKMVIVSLHTFTLLAASSLVDTPKQIQLLLQYLKNDPRKAVKRLAIQDLKLLANKTPHTWSRENIQALCECAL.... Result: 1 (interaction).